This data is from Peptide-MHC class II binding affinity with 134,281 pairs from IEDB. The task is: Regression. Given a peptide amino acid sequence and an MHC pseudo amino acid sequence, predict their binding affinity value. This is MHC class II binding data. The peptide sequence is EERVERIKSEYMTSW. The MHC is DRB4_0103 with pseudo-sequence DRB4_0103. The binding affinity (normalized) is 0.572.